From a dataset of Forward reaction prediction with 1.9M reactions from USPTO patents (1976-2016). Predict the product of the given reaction. (1) Given the reactants [H-].[Na+].[C:3]([O:11][CH2:12][CH3:13])(=[O:10])[CH2:4][C:5]([O:7][CH2:8][CH3:9])=[O:6].[Br:14][C:15]1[CH:20]=[CH:19][CH:18]=[C:17](CCl)[C:16]=1[F:23], predict the reaction product. The product is: [Br:14][C:15]1[C:16]([F:23])=[C:17]([CH:4]([C:5]([O:7][CH2:8][CH3:9])=[O:6])[C:3]([O:11][CH2:12][CH3:13])=[O:10])[CH:18]=[CH:19][CH:20]=1. (2) Given the reactants [Br:1][C:2]1[C:3](Br)=[N:4][CH:5]=[C:6]([CH:12]=1)[C:7]([O:9][CH2:10][CH3:11])=[O:8].[CH3:14]B(O)O.C(=O)([O-])[O-].[K+].[K+], predict the reaction product. The product is: [Br:1][C:2]1[C:3]([CH3:14])=[N:4][CH:5]=[C:6]([CH:12]=1)[C:7]([O:9][CH2:10][CH3:11])=[O:8].